From a dataset of Peptide-MHC class II binding affinity with 134,281 pairs from IEDB. Regression. Given a peptide amino acid sequence and an MHC pseudo amino acid sequence, predict their binding affinity value. This is MHC class II binding data. (1) The peptide sequence is PEPDFTIQYRNKIID. The MHC is DRB1_0701 with pseudo-sequence DRB1_0701. The binding affinity (normalized) is 0.513. (2) The peptide sequence is FRNIVNMLHGVRDGL. The MHC is HLA-DQA10301-DQB10302 with pseudo-sequence HLA-DQA10301-DQB10302. The binding affinity (normalized) is 0.190.